This data is from Drug-target binding data from BindingDB using Ki measurements. The task is: Regression. Given a target protein amino acid sequence and a drug SMILES string, predict the binding affinity score between them. We predict pKi (pKi = -log10(Ki in M); higher means stronger inhibition). Dataset: bindingdb_ki. (1) The small molecule is CC(C)OC(=O)[C@@H]1C2CC[C@H](C[C@@H]1c1ccc(Cl)cc1)N2C. The pKi is 6.1. The target is MLLARMKPQVQPELGGADQ. (2) The drug is CC[C@H](C)[C@H](NC(=O)[C@H](CO)NC(=O)[C@H](CC(N)=O)NC(=O)[C@H](CC(C)C)NC(=O)[C@H](Cc1ccc(O)cc1)NC(=O)[C@H](CCCCN)NC(=O)[C@H](CCCCN)NC(=O)[C@H](NC(=O)[C@H](C)NC(=O)[C@H](CCSC)NC(=O)[C@H](CCC(N)=O)NC(=O)[C@H](CCCCN)NC(=O)[C@H](CCCN=C(N)N)NC(=O)[C@H](CC(C)C)NC(=O)[C@H](CCCN=C(N)N)NC(=O)C(NC(=O)[C@H](Cc1ccc(O)cc1)NC(=O)[C@H](CC(N)=O)NC(=O)[C@H](CC(=O)O)NC(=O)[C@@H](NC(=O)[C@H](Cc1ccccc1)NC(=O)[C@@H](NC(=O)[C@H](C)NC(=O)[C@H](CC(=O)O)NC(=O)[C@H](CO)NC(=O)[C@@H](N)Cc1cnc[nH]1)C(C)C)[C@@H](C)O)[C@@H](C)O)C(C)C)C(=O)N[C@@H](CC(C)C)C(=O)N[C@@H](CC(N)=O)C(N)=O. The target protein (P01282) has sequence MDTRNKAQLLVLLTLLSVLFSQTSAWPLYRAPSALRLGDRIPFEGANEPDQVSLKEDIDMLQNALAENDTPYYDVSRNARHADGVFTSDFSKLLGQLSAKKYLESLMGKRVSSNISEDPVPVKRHSDAVFTDNYTRLRKQMAVKKYLNSILNGKRSSEGESPDFPEELEK. The pKi is 8.0. (3) The drug is CSCC1(CO)CN(Cc2c[nH]c3c(N)ncnc23)C1. The target protein sequence is MKIGIIAAMPEELAYLVQHLDNTQEQVVLGNTYHTGTIASHEVVLVESGIGKVMSAMSVAILADHFQVDALINTGSAGAVAEGIAVGDVVIADKLAYHDVDVTAFGYAYGQMAQQPLYFESDKTFVAQIQESLSQLDQNWHLGLIATGDSFVAGNDKIEAIKSHFPEVLAVEMEGAAIAQAAHTLNLPVLVIRAMSDNANHEANIFFDEFIIEAGRRSAQVLLAFLKALD. The pKi is 6.8. (4) The target protein (P48302) has sequence MQSPASRCGRALVALLLACGFLGVWGEKRGFPPAQATLSLLGTKEVMTPPTKTSWTRGSNSSLMRSSAPAEVTKGGRGAGVPPRSFPPPCQRNIEISKTFKYINTIVSCLVFVLGIIGNSTLLRIIYKNKCMRNGPNILIASLALGDLLHIIIDIPINTYKLLAEDWPFGAEMCKLVPFIQKASVGITVLSLCALSIDRYRAVASWSRIKGIGVPKWTAVEIVLIWVVSVVLAVPEAIGFDMITSDYKGKPLRVCMLNPFQKTAFMQFYKTAKDWWLFSFYFCLPLAITAVFYTLMTCEMLRKKSGMQIALNDHLKQRREVAKTVFCLVLVFALCWLPLHLSRILKLTLYDQSNPHRCELLSFLLVLDYIGINMASLNSCINPIALYLVSKRFKNCFKSCLCCWCQTFEEKQSLEEKQSCLKFKANDHGYDNFRSSNKYSSS. The small molecule is COc1ccc(C2(O)OC(=O)C(c3ccc4c(c3)OCO4)=C2Cc2cc(OC)c(OC)c(OCCOCCOCCOCCn3cc(CN(C)S(=O)(=O)c4ccc(F)cc4)nn3)c2)cc1. The pKi is 6.5. (5) The compound is CC(=O)N[C@@H](C)C(=O)N[C@@H](CCCN=C(N)N)C(=O)N[C@H](C(N)=O)[C@@H](C)O. The target protein (P61964) has sequence MATEEKKPETEAARAQPTPSSSATQSKPTPVKPNYALKFTLAGHTKAVSSVKFSPNGEWLASSSADKLIKIWGAYDGKFEKTISGHKLGISDVAWSSDSNLLVSASDDKTLKIWDVSSGKCLKTLKGHSNYVFCCNFNPQSNLIVSGSFDESVRIWDVKTGKCLKTLPAHSDPVSAVHFNRDGSLIVSSSYDGLCRIWDTASGQCLKTLIDDDNPPVSFVKFSPNGKYILAATLDNTLKLWDYSKGKCLKTYTGHKNEKYCIFANFSVTGGKWIVSGSEDNLVYIWNLQTKEIVQKLQGHTDVVISTACHPTENIIASAALENDKTIKLWKSDC. The pKi is 7.7. (6) The drug is O=C(CCP(=O)(O)O)NO. The target protein (P00883) has sequence MPHSHPALTPEQKKELSDIAHRIVAPGKGILAADESTGSIAKRLQSIGTENTEENRRFYRQLLLTADDRVNPCIGGVILFHETLYQKADDGRPFPQVIKSKGGVVGIKVDKGVVPLAGTNGETTTQGLDGLSERCAQYKKDGADFAKWRCVLKIGEHTPSALAIMENANVLARYASICQQNGIVPIVEPEILPDGDHDLKRCQYVTEKVLAAVYKALSDHHIYLEGTLLKPNMVTPGHACTQKYSHEEIAMATVTALRRTVPPAVTGVTFLSGGQSEEEASINLNAINKCPLLKPWALTFSYGRALQASALKAWGGKKENLKAAQEEYVKRALANSLACQGKYTPSGQAGAAASESLFISNHAY. The pKi is 3.0. (7) The target protein (P13444) has sequence MNGPVDGLCDHSLSEEGAFMFTSESVGEGHPDKICDQISDAVLDAHLKQDPNAKVACETVCKTGMVLLCGEITSMAMIDYQRVVRDTIKHIGYDDSAKGFDFKTCNVLVALEQQSPDIAQCVHLDRNEEDVGAGDQGLMFGYATDETEECMPLTIVLAHKLNTRMADLRRSGVLPWLRPDSKTQVTVQYVQDNGAVIPVRVHTIVISVQHNEDITLEAMREALKEQVIKAVVPAKYLDEDTIYHLQPSGRFVIGGPQGDAGVTGRKIIVDTYGGWGAHGGGAFSGKDYTKVDRSAAYAARWVAKSLVKAGLCRRVLVQVSYAIGVAEPLSISIFTYGTSKKTERDELLEVVNKNFDLRPGVIVRDLDLKKPIYQKTACYGHFGRSEFPWEVPKKLVF. The compound is CCCCSc1ncnc2c1ncn2[C@@H]1O[C@H](COP(=O)(O)OP(=O)(O)OP(=O)(O)O)[C@@H](O)[C@H]1O. The pKi is 4.0. (8) The pKi is 3.9. The target protein (P07203) has sequence MCAARLAAAAAAAQSVYAFSARPLAGGEPVSLGSLRGKVLLIENVASLUGTTVRDYTQMNELQRRLGPRGLVVLGFPCNQFGHQENAKNEEILNSLKYVRPGGGFEPNFMLFEKCEVNGAGAHPLFAFLREALPAPSDDATALMTDPKLITWSPVCRNDVAWNFEKFLVGPDGVPLRRYSRRFQTIDIEPDIEALLSQGPSCA. The compound is CO/N=C(\C(=O)N[C@@H]1C(=O)N2C(C(=O)O)=CCS[C@H]12)c1csc(N)n1. (9) The drug is CC(C=C[C@@]1(O)C(C)=CC(=O)C[C@]1(C)C(F)F)=CC(=O)O. The target protein (Q9FH76) has sequence MDFSGLFLTLSAAALFLCLLRFIAGVRRSSSTKLPLPPGTMGYPYVGETFQLYSQDPNVFFAAKQRRYGSVFKTHVLGCPCVMISSPEAAKFVLVTKSHLFKPTFPASKERMLGKQAIFFHQGDYHSKLRKLVLRAFMPDAIRNMVPHIESIAQESLNSWDGTQLNTYQEMKTYTFNVALISILGKDEVYYREDLKRCYYILEKGYNSMPINLPGTLFHKAMKARKELAQILANILSKRRQNPSSHTDLLGSFMEDKAGLTDEQIADNIIGVIFAARDTTASVLTWILKYLADNPTVLEAVTEEQMAIRKDKKEGESLTWEDTKKMPLTYRVIQETLRAATILSFTFREAVEDVEYEGYLIPKGWKVLPLFRNIHHNADIFSDPGKFDPSRFEVAPKPNTFMPFGSGIHSCPGNELAKLEISVLIHHLTTKYRWSIVGPSDGIQYGPFALPQNGLPIALERKP. The pKi is 6.8. (10) The pKi is 5.0. The compound is c1cncc(OC[C@@H]2CCN2)c1. The target protein (P01138) has sequence MSMLFYTLITAFLIGIQAEPHSESNVPAGHTIPQAHWTKLQHSLDTALRRARSAPAAAIAARVAGQTRNITVDPRLFKKRRLRSPRVLFSTQPPREAADTQDLDFEVGGAAPFNRTHRSKRSSSHPIFHRGEFSVCDSVSVWVGDKTTATDIKGKEVMVLGEVNINNSVFKQYFFETKCRDPNPVDSGCRGIDSKHWNSYCTTTHTFVKALTMDGKQAAWRFIRIDTACVCVLSRKAVRRA.